Dataset: Peptide-MHC class I binding affinity with 185,985 pairs from IEDB/IMGT. Task: Regression. Given a peptide amino acid sequence and an MHC pseudo amino acid sequence, predict their binding affinity value. This is MHC class I binding data. (1) The peptide sequence is LQFGFGWFSY. The MHC is HLA-A30:01 with pseudo-sequence HLA-A30:01. The binding affinity (normalized) is 0.209. (2) The peptide sequence is VAIEPPEL. The MHC is H-2-Db with pseudo-sequence H-2-Db. The binding affinity (normalized) is 0. (3) The peptide sequence is QPAPQGLPI. The MHC is HLA-B07:02 with pseudo-sequence HLA-B07:02. The binding affinity (normalized) is 0.695. (4) The peptide sequence is FLPIFFIFA. The MHC is HLA-A02:19 with pseudo-sequence HLA-A02:19. The binding affinity (normalized) is 0.284.